This data is from Peptide-MHC class I binding affinity with 185,985 pairs from IEDB/IMGT. The task is: Regression. Given a peptide amino acid sequence and an MHC pseudo amino acid sequence, predict their binding affinity value. This is MHC class I binding data. (1) The peptide sequence is YSRPWNWTF. The MHC is HLA-C07:02 with pseudo-sequence HLA-C07:02. The binding affinity (normalized) is 0.572. (2) The peptide sequence is AVFKDSFLR. The MHC is HLA-A31:01 with pseudo-sequence HLA-A31:01. The binding affinity (normalized) is 0.898.